This data is from Forward reaction prediction with 1.9M reactions from USPTO patents (1976-2016). The task is: Predict the product of the given reaction. (1) The product is: [CH:6]1([N:9]2[CH:13]=[CH:12][CH:11]=[C:10]2[CH:17]=[O:18])[CH2:8][CH2:7]1. Given the reactants O=P(Cl)(Cl)Cl.[CH:6]1([N:9]2[CH:13]=[CH:12][CH:11]=[CH:10]2)[CH2:8][CH2:7]1.CN([CH:17]=[O:18])C, predict the reaction product. (2) Given the reactants O[CH2:2][C:3]1[C:8]([CH3:9])=[C:7]([O:10][CH3:11])[C:6]([O:12][CH2:13][C:14]2[CH:19]=[CH:18][CH:17]=[CH:16][CH:15]=2)=[CH:5][N:4]=1.S(Cl)(Cl)=O.C(=O)(O)[O-].[Na+].[NH2:29][C:30]1[C:35]([Cl:36])=[C:34]([CH3:37])[N:33]=[C:32]([CH3:38])[N:31]=1.[H-].[Na+], predict the reaction product. The product is: [CH2:13]([O:12][C:6]1[C:7]([O:10][CH3:11])=[C:8]([CH3:9])[C:3]([CH2:2][NH:29][C:30]2[C:35]([Cl:36])=[C:34]([CH3:37])[N:33]=[C:32]([CH3:38])[N:31]=2)=[N:4][CH:5]=1)[C:14]1[CH:19]=[CH:18][CH:17]=[CH:16][CH:15]=1.